Dataset: Merck oncology drug combination screen with 23,052 pairs across 39 cell lines. Task: Regression. Given two drug SMILES strings and cell line genomic features, predict the synergy score measuring deviation from expected non-interaction effect. (1) Cell line: UWB1289BRCA1. Drug 1: CCc1c2c(nc3ccc(O)cc13)-c1cc3c(c(=O)n1C2)COC(=O)C3(O)CC. Drug 2: CCc1cnn2c(NCc3ccc[n+]([O-])c3)cc(N3CCCCC3CCO)nc12. Synergy scores: synergy=-3.80. (2) Drug 1: O=S1(=O)NC2(CN1CC(F)(F)F)C1CCC2Cc2cc(C=CCN3CCC(C(F)(F)F)CC3)ccc2C1. Drug 2: CC(=O)OC1C(=O)C2(C)C(O)CC3OCC3(OC(C)=O)C2C(OC(=O)c2ccccc2)C2(O)CC(OC(=O)C(O)C(NC(=O)c3ccccc3)c3ccccc3)C(C)=C1C2(C)C. Cell line: VCAP. Synergy scores: synergy=28.8. (3) Synergy scores: synergy=-32.2. Drug 2: CNC(=O)c1cc(Oc2ccc(NC(=O)Nc3ccc(Cl)c(C(F)(F)F)c3)cc2)ccn1. Drug 1: CC(C)CC(NC(=O)C(Cc1ccccc1)NC(=O)c1cnccn1)B(O)O. Cell line: CAOV3. (4) Drug 1: O=c1[nH]cc(F)c(=O)[nH]1. Drug 2: Cn1cc(-c2cnn3c(N)c(Br)c(C4CCCNC4)nc23)cn1. Cell line: LOVO. Synergy scores: synergy=3.96. (5) Drug 1: O=S1(=O)NC2(CN1CC(F)(F)F)C1CCC2Cc2cc(C=CCN3CCC(C(F)(F)F)CC3)ccc2C1. Drug 2: CC1CC2C3CCC4=CC(=O)C=CC4(C)C3(F)C(O)CC2(C)C1(O)C(=O)CO. Cell line: RPMI7951. Synergy scores: synergy=-19.5. (6) Drug 1: COc1cccc2c1C(=O)c1c(O)c3c(c(O)c1C2=O)CC(O)(C(=O)CO)CC3OC1CC(N)C(O)C(C)O1. Synergy scores: synergy=30.5. Drug 2: COC1CC2CCC(C)C(O)(O2)C(=O)C(=O)N2CCCCC2C(=O)OC(C(C)CC2CCC(OP(C)(C)=O)C(OC)C2)CC(=O)C(C)C=C(C)C(O)C(OC)C(=O)C(C)CC(C)C=CC=CC=C1C. Cell line: HT144. (7) Drug 1: CN1C(=O)C=CC2(C)C3CCC4(C)C(NC(=O)OCC(F)(F)F)CCC4C3CCC12. Drug 2: CS(=O)(=O)CCNCc1ccc(-c2ccc3ncnc(Nc4ccc(OCc5cccc(F)c5)c(Cl)c4)c3c2)o1. Cell line: SW837. Synergy scores: synergy=8.53.